Dataset: Catalyst prediction with 721,799 reactions and 888 catalyst types from USPTO. Task: Predict which catalyst facilitates the given reaction. (1) Reactant: [N:1]1[N:5]2[CH:6]=[CH:7][C:8]([C:10]3[CH2:15][CH2:14][N:13](C(OC(C)(C)C)=O)[CH2:12][CH:11]=3)=[N:9][C:4]2=[CH:3][CH:2]=1.C(Cl)(=O)C. Product: [NH:13]1[CH2:12][CH:11]=[C:10]([C:8]2[CH:7]=[CH:6][N:5]3[N:1]=[CH:2][CH:3]=[C:4]3[N:9]=2)[CH2:15][CH2:14]1. The catalyst class is: 5. (2) Reactant: I[C:2]1[CH:7]=[CH:6][CH:5]=[CH:4][C:3]=1[CH3:8].[OH:9][CH2:10][CH:11]1[CH2:16][CH2:15][CH2:14][N:13]([CH2:17][CH2:18][CH2:19][C:20]#N)[CH2:12]1.C(O)(C(F)(F)F)=[O:23].CC#N. Product: [OH:9][CH2:10][CH:11]1[CH2:16][CH2:15][CH2:14][N:13]([CH2:17][CH2:18][CH2:19][C:20]([C:2]2[CH:7]=[CH:6][CH:5]=[CH:4][C:3]=2[CH3:8])=[O:23])[CH2:12]1. The catalyst class is: 1. (3) Reactant: [NH:1]1[C:9]2[C:4](=[CH:5][CH:6]=[CH:7][CH:8]=2)[C:3](/[CH:10]=[CH:11]/[C:12]2[CH:20]=[CH:19][CH:18]=[CH:17][C:13]=2[C:14](O)=[O:15])=[N:2]1.CN1CCOCC1.[NH2:28][C:29]1[N:33]=[CH:32][NH:31][N:30]=1.C(Cl)CCl.O.ON1C2C=CC=CC=2N=N1. Product: [NH:1]1[C:9]2[C:4](=[CH:5][CH:6]=[CH:7][CH:8]=2)[C:3](/[CH:10]=[CH:11]/[C:12]2[CH:20]=[CH:19][CH:18]=[CH:17][C:13]=2[C:14]([NH:28][C:29]2[N:33]=[CH:32][NH:31][N:30]=2)=[O:15])=[N:2]1. The catalyst class is: 375. (4) Reactant: Cl[CH2:2][CH2:3][CH2:4][Si:5]([CH2:14][C:15](=[CH2:17])[CH3:16])([CH2:10][C:11](=[CH2:13])[CH3:12])[CH2:6][C:7](=[CH2:9])[CH3:8].[C-:18]#[N:19].[Na+]. Product: [C:18]([CH2:2][CH2:3][CH2:4][Si:5]([CH2:14][C:15](=[CH2:17])[CH3:16])([CH2:10][C:11](=[CH2:13])[CH3:12])[CH2:6][C:7](=[CH2:9])[CH3:8])#[N:19]. The catalyst class is: 9. (5) Reactant: [Br:1][C:2]1[CH:3]=[CH:4][C:5]([NH2:8])=[N:6][CH:7]=1.[I:9]I. Product: [Br:1][C:2]1[CH:3]=[C:4]([I:9])[C:5]([NH2:8])=[N:6][CH:7]=1. The catalyst class is: 16. (6) Reactant: [C:1]([NH:4][C:5]1[CH:10]=[C:9]([O:11][CH3:12])[CH:8]=[CH:7][C:6]=1[C:13](=O)[CH2:14][CH2:15][CH2:16][CH2:17][C:18]([O:20][CH3:21])=[O:19])(=[O:3])[CH3:2].[CH2:23]([SH:27])[CH2:24][CH2:25][SH:26].B(F)(F)F.CCOCC.C([O-])(O)=O.[Na+]. Product: [C:1]([NH:4][C:5]1[CH:10]=[C:9]([O:11][CH3:12])[CH:8]=[CH:7][C:6]=1[C:13]1([CH2:14][CH2:15][CH2:16][CH2:17][C:18]([O:20][CH3:21])=[O:19])[S:27][CH2:23][CH2:24][CH2:25][S:26]1)(=[O:3])[CH3:2]. The catalyst class is: 2.